From a dataset of Forward reaction prediction with 1.9M reactions from USPTO patents (1976-2016). Predict the product of the given reaction. Given the reactants [CH2:1]([O:3][C:4]([N:6]1[CH2:11][CH2:10][N:9]([C:12](=[O:30])[C@@H:13]([NH:19][C:20]([O:22][CH2:23][C:24]2[CH:29]=[CH:28][CH:27]=[CH:26][CH:25]=2)=[O:21])[CH2:14][CH:15]([OH:18])[CH2:16][OH:17])[CH2:8][CH2:7]1)=[O:5])[CH3:2].[C:31]1(C)[CH:36]=CC(S(O)(=O)=O)=C[CH:32]=1.COC(OC)(C)C, predict the reaction product. The product is: [CH2:1]([O:3][C:4]([N:6]1[CH2:7][CH2:8][N:9]([C:12](=[O:30])[C@@H:13]([NH:19][C:20]([O:22][CH2:23][C:24]2[CH:29]=[CH:28][CH:27]=[CH:26][CH:25]=2)=[O:21])[CH2:14][CH:15]2[CH2:16][O:17][C:31]([CH3:36])([CH3:32])[O:18]2)[CH2:10][CH2:11]1)=[O:5])[CH3:2].